Dataset: Peptide-MHC class II binding affinity with 134,281 pairs from IEDB. Task: Regression. Given a peptide amino acid sequence and an MHC pseudo amino acid sequence, predict their binding affinity value. This is MHC class II binding data. (1) The peptide sequence is VVVHITDDNEEPIAA. The MHC is DRB1_1001 with pseudo-sequence DRB1_1001. The binding affinity (normalized) is 0.0768. (2) The peptide sequence is NGVIKILTYPWDRIE. The MHC is DRB1_1301 with pseudo-sequence DRB1_1301. The binding affinity (normalized) is 0.706. (3) The peptide sequence is MGDDHFWAVRGGGGE. The MHC is HLA-DQA10102-DQB10602 with pseudo-sequence HLA-DQA10102-DQB10602. The binding affinity (normalized) is 0.0590. (4) The peptide sequence is SASVLSFMDKGIPFM. The MHC is DRB1_0901 with pseudo-sequence DRB1_0901. The binding affinity (normalized) is 0.590. (5) The peptide sequence is EKKYFAATQNEPLAA. The MHC is HLA-DQA10301-DQB10302 with pseudo-sequence HLA-DQA10301-DQB10302. The binding affinity (normalized) is 0.271. (6) The peptide sequence is PVTGCGERTEGRCLHYTV. The MHC is DRB1_0701 with pseudo-sequence DRB1_0701. The binding affinity (normalized) is 0.0472. (7) The peptide sequence is GRLIQNSITIERMVL. The MHC is DRB1_0301 with pseudo-sequence DRB1_0301. The binding affinity (normalized) is 0.561. (8) The peptide sequence is INESTAAAIAYGLDR. The MHC is HLA-DQA10401-DQB10402 with pseudo-sequence HLA-DQA10401-DQB10402. The binding affinity (normalized) is 0.736. (9) The peptide sequence is TMAQMNQAFRNIVNM. The MHC is HLA-DQA10401-DQB10402 with pseudo-sequence HLA-DQA10401-DQB10402. The binding affinity (normalized) is 0.0772.